Task: Predict the reaction yield, written as a fraction of the theoretical maximum amount of product (1.0 means a 100% yield; for example, 0.34 means a 34% yield).. Dataset: Reaction yield outcomes from USPTO patents with 853,638 reactions (1) The reactants are S(Cl)(Cl)=O.[F:5][C:6]1[CH:11]=[CH:10][C:9]([C:12]2[C:20]3[C:19]([O:21][CH2:22][CH2:23][CH2:24][O:25][C:26]4[CH:27]=[C:28]([CH:32]=[CH:33][CH:34]=4)[C:29]([OH:31])=O)=[N:18][CH:17]=[N:16][C:15]=3[S:14][CH:13]=2)=[CH:8][CH:7]=1.[NH2:35][NH2:36]. The catalyst is O1CCCC1. The product is [F:5][C:6]1[CH:7]=[CH:8][C:9]([C:12]2[C:20]3[C:19]([O:21][CH2:22][CH2:23][CH2:24][O:25][C:26]4[CH:27]=[C:28]([CH:32]=[CH:33][CH:34]=4)[C:29]([NH:35][NH2:36])=[O:31])=[N:18][CH:17]=[N:16][C:15]=3[S:14][CH:13]=2)=[CH:10][CH:11]=1. The yield is 0.500. (2) The reactants are [CH:1]1([C:4]([NH:9][S:10]([C:13]2[CH:18]=[CH:17][CH:16]=[CH:15][C:14]=2[N+:19]([O-:21])=[O:20])(=[O:12])=[O:11])(C)[C:5]([OH:7])=O)[CH2:3][CH2:2]1.[CH3:22][O:23][C:24](=[O:38])[C@@H:25]([NH2:37])[CH2:26][C:27]1[CH:36]=[CH:35][C:34]2[C:29](=[CH:30][CH:31]=[CH:32][CH:33]=2)[CH:28]=1.[CH3:39]N1CCOCC1.ON1C2C=CC=CC=2N=N1.CN(C)CCCN=C=NCC. The catalyst is CN(C=O)C. The yield is 0.850. The product is [CH3:22][O:23][C:24](=[O:38])[CH:25]([NH:37][C:5](=[O:7])[CH:4]([NH:9][S:10]([C:13]1[CH:18]=[CH:17][CH:16]=[CH:15][C:14]=1[N+:19]([O-:21])=[O:20])(=[O:11])=[O:12])[CH2:1][CH:3]1[CH2:2][CH2:39]1)[CH2:26][C:27]1[CH:36]=[CH:35][C:34]2[C:29](=[CH:30][CH:31]=[CH:32][CH:33]=2)[CH:28]=1. (3) The reactants are [CH3:1][O:2][C:3]([C:5]1[NH:25][C:8]2=[N:9][CH:10]=[C:11]([CH2:13][NH:14][CH2:15][C:16]3[CH:21]=[CH:20][CH:19]=[C:18]([N+:22]([O-:24])=[O:23])[CH:17]=3)[CH:12]=[C:7]2[CH:6]=1)=[O:4].C(N(CC)CC)C.[CH3:33][C:34]([O:37][C:38](O[C:38]([O:37][C:34]([CH3:36])([CH3:35])[CH3:33])=[O:39])=[O:39])([CH3:36])[CH3:35]. The catalyst is C(#N)C.CN(C1C=CN=CC=1)C. The product is [CH3:1][O:2][C:3]([C:5]1[NH:25][C:8]2=[N:9][CH:10]=[C:11]([CH2:13][N:14]([C:38]([O:37][C:34]([CH3:36])([CH3:35])[CH3:33])=[O:39])[CH2:15][C:16]3[CH:21]=[CH:20][CH:19]=[C:18]([N+:22]([O-:24])=[O:23])[CH:17]=3)[CH:12]=[C:7]2[CH:6]=1)=[O:4]. The yield is 0.390. (4) The reactants are [Br:1][C:2]1[C:3]([O:13][Si:14]([C:17]([CH3:20])([CH3:19])[CH3:18])([CH3:16])[CH3:15])=[C:4]([C:10](=[O:12])[CH3:11])[C:5]([O:8][CH3:9])=[CH:6][CH:7]=1.[Si:21](OS(C(F)(F)F)(=O)=O)([CH3:24])([CH3:23])[CH3:22].C(Cl)(Cl)Cl. The catalyst is ClCCl. The product is [Br:1][C:2]1[C:3]([O:13][Si:14]([C:17]([CH3:20])([CH3:19])[CH3:18])([CH3:15])[CH3:16])=[C:4]([C:10]([O:12][Si:21]([CH3:24])([CH3:23])[CH3:22])=[CH2:11])[C:5]([O:8][CH3:9])=[CH:6][CH:7]=1. The yield is 1.00. (5) The reactants are [F:1][C:2]1[CH:7]=[CH:6][C:5]([C:8]2[C:12]([C:13]3[CH:18]=[CH:17][N:16]=[CH:15][CH:14]=3)=[CH:11][N:10]([CH3:19])[N:9]=2)=[CH:4][CH:3]=1.[Br:20]Br. The catalyst is C(O)(=O)C.CN(C=O)C. The product is [Br:20][C:11]1[N:10]([CH3:19])[N:9]=[C:8]([C:5]2[CH:4]=[CH:3][C:2]([F:1])=[CH:7][CH:6]=2)[C:12]=1[C:13]1[CH:18]=[CH:17][N:16]=[CH:15][CH:14]=1. The yield is 0.350.